This data is from Forward reaction prediction with 1.9M reactions from USPTO patents (1976-2016). The task is: Predict the product of the given reaction. (1) Given the reactants [Br:1][C:2]1[C:3]([CH3:9])=[C:4]([CH:6]=[CH:7][CH:8]=1)[NH2:5].[N+]([C:13]1[CH:14]=C(S([O-])(=O)=O)C=C[CH:18]=1)([O-])=O.[Na+].C(O)C(O)CO.S(=O)(=O)(O)O.[OH-].[Na+], predict the reaction product. The product is: [Br:1][C:2]1[C:3]([CH3:9])=[C:4]2[C:6]([CH:18]=[CH:13][CH:14]=[N:5]2)=[CH:7][CH:8]=1. (2) Given the reactants [CH3:1][O:2][C:3]1[CH:8]=[CH:7][C:6]([S:9]([N:12]([CH2:24][C:25]2[CH:26]=[N:27][CH:28]=[CH:29][CH:30]=2)[C@H:13]([CH2:21][CH:22]=[CH2:23])[C:14]([O:16]C(C)(C)C)=[O:15])(=[O:11])=[O:10])=[CH:5][CH:4]=1.FC(F)(F)C(O)=O, predict the reaction product. The product is: [CH3:1][O:2][C:3]1[CH:8]=[CH:7][C:6]([S:9]([N:12]([C@H:13]([CH2:21][CH:22]=[CH2:23])[C:14]([OH:16])=[O:15])[CH2:24][C:25]2[CH:26]=[N:27][CH:28]=[CH:29][CH:30]=2)(=[O:11])=[O:10])=[CH:5][CH:4]=1.